From a dataset of Forward reaction prediction with 1.9M reactions from USPTO patents (1976-2016). Predict the product of the given reaction. (1) Given the reactants [Cl:1][C:2]1[N:7]=[C:6](Cl)[C:5]([NH2:9])=[CH:4][N:3]=1.[N:10]([CH2:13][C:14]([O:16][CH2:17]C)=[O:15])=[C:11]=[S:12], predict the reaction product. The product is: [Cl:1][C:2]1[N:3]=[CH:4][C:5]2[N:9]=[C:11]([NH:10][CH2:13][C:14]([O:16][CH3:17])=[O:15])[S:12][C:6]=2[N:7]=1. (2) Given the reactants Cl.[N+:2]([C:5]1[CH:19]=[CH:18][C:8]([O:9][CH2:10][CH2:11][CH2:12][CH2:13][CH2:14][C:15]([OH:17])=[O:16])=[CH:7][CH:6]=1)([O-:4])=[O:3].[CH2:20](O)[CH2:21][OH:22], predict the reaction product. The product is: [OH:22][CH2:21][CH2:20][O:16][C:15](=[O:17])[CH2:14][CH2:13][CH2:12][CH2:11][CH2:10][O:9][C:8]1[CH:7]=[CH:6][C:5]([N+:2]([O-:4])=[O:3])=[CH:19][CH:18]=1.